This data is from Experimentally validated miRNA-target interactions with 360,000+ pairs, plus equal number of negative samples. The task is: Binary Classification. Given a miRNA mature sequence and a target amino acid sequence, predict their likelihood of interaction. (1) The miRNA is mmu-miR-669m-3p with sequence AUAUACAUCCACACAAACAUAU. The protein sequence of the target gene is MEPNSLQWVGSPCGLHGPYIFYKAFQFHLEGKPRILSLGDFFFVRCTPKDPICIAELQLLWEERTSRQLLSSSKLYFLPEDTPQGRNSDHGEDEVIAVSEKVIVKLEDLVKWAHSDFSKWRCGLRATPVKTEAFGRNGQKEALLRYRQSTLNSGLNFKDVLKEKADLGEDEEETNVIVLSYPQYCRYRSMLKRIQDKPSSILTDQFALALGGIAVVSRNPQILYCRDTFDHPTLIENESVCDEFAPNLKGRPRKKKTCPQRRDSFSGSKDPNNNCDGKVISKVKGEARSALTKPKNNHNN.... Result: 0 (no interaction). (2) The miRNA is mmu-miR-329-3p with sequence AACACACCCAGCUAACCUUUUU. The protein sequence of the target gene is MKELSVHVRQQTRALLHKILLKKWRRKRESLLEWSIPIIIGLHMGLFSYLARNIQVLEVPPQDLGSLNEFNGSSLVVVYTPISNITQQIMNKTTFAPTMKGTRIIGVPSIEDLDEVLLHNIPDALGVIFNDSFSYQLKVLRMYGNPFLKEDLLAHCWDTHSQAFCSLSKYWERGFVALQTAINAGIIEVTTNHSVMEELMSIDGINMKTLPFIPRDLSDYEIFILFCLLYFSSFIYFASSNVTKERKQCKEVMKVMGLQDSAFWLSWGLIYVGFIFIISIFIAIIITSTQIIMMTGFLVI.... Result: 1 (interaction). (3) The protein sequence of the target gene is MLGWLVIPWNQIFTAACGCFLSDRNYIHMMESNLDALQKTMEELKNGRDDLLGRVSIEEDKGLQRLAQVNGWLSRVQIVESEFKDLLEAMSIETGRLCLLGYCSEDCISSYNYGEKVSKMLEEVKELLSKKDFRMVAQEIIHKVEKKLIQTTVGLDKLVEMAWSSLMNDEIGTLGLYGMGGVGKTTLLESLNNKFVELESEFDVVIWVVVSKDFQFEGIQDQILGRLRSDKEWERETESKKASLIYNNLERKKFVLLLDDLWSEVDMTKIGVPPPTRENGSKIVFTTRSTEVCKHMKADK.... Result: 0 (no interaction). The miRNA is hsa-miR-153-5p with sequence UCAUUUUUGUGAUGUUGCAGCU. (4) The miRNA is hsa-miR-526b-5p with sequence CUCUUGAGGGAAGCACUUUCUGU. The protein sequence of the target gene is MGEKKPEPLDFVKDFQEYLTQQTHHVNMISGSVSGDKEAEALQGAGTDGDQNGLDHPSVEVSLDENSGMLVDGFERTFDGKLKCRYCNYASKGTARLIEHIRIHTGEKPHRCHLCPFASAYERHLEAHMRSHTGEKPYKCELCSFRCSDRSNLSHHRRRKHKMVPIKGTRSSLSSKKMWGVLQKKTSNLGYSRRALINLSPPSMVVQKPDYLNDFTHEIPNIQTDSYESMAKTTPTGGLPRDPQELMVDNPLNQLSTLAGQLSSLPPENQNPASPDVVPCPDEKPFMIQQPSTQAVVSAV.... Result: 1 (interaction). (5) The miRNA is hsa-miR-195-5p with sequence UAGCAGCACAGAAAUAUUGGC. The protein sequence of the target gene is MATAMYLEHYLDSIENLPCELQRNFQLMRELDQRTEDKKAEIDILAAEYISTVKTLSPDQRVERLQKIQNAYSKCKEYSDDKVQLAMQTYEMVDKHIRRLDADLARFEADLKDKMEGSDFESSGGRGLKKGRGQKEKRGSRGRGRRTSEEDTPKKKKHKGGSEFTDTILSVHPSDVLDMPVDPNEPTYCLCHQVSYGEMIGCDNPDCPIEWFHFACVDLTTKPKGKWFCPRCVQEKRKKK. Result: 0 (no interaction).